Dataset: Full USPTO retrosynthesis dataset with 1.9M reactions from patents (1976-2016). Task: Predict the reactants needed to synthesize the given product. (1) Given the product [N:1]1[C:5]2[CH:6]=[CH:7][CH:8]=[CH:9][C:4]=2[NH:3][CH:2]=1.[Zn:20], predict the reactants needed to synthesize it. The reactants are: [N:1]1[C:5]2[CH:6]=[CH:7][CH:8]=[CH:9][C:4]=2[NH:3][CH:2]=1.O.O.O.O.O.O.[N+]([O-])([O-])=O.[Zn+2:20].[N+]([O-])([O-])=O.CN(C=O)C.N1C2C=CC=CC=2NC=1.CO.[Zn]. (2) The reactants are: ClC1N=C(N2CCOCC2)C2SC(CN3CCN(C(OC(C)(C)C)=O)CC3)=CC=2N=1.[O:31]1[CH2:36][CH2:35][N:34]([C:37]2[C:38]3[S:52][C:51]([CH2:53][N:54]4[CH2:59][CH2:58][NH:57][CH2:56][CH2:55]4)=[CH:50][C:39]=3[N:40]=[C:41]([C:43]3[CH:44]=[N:45][C:46]([NH2:49])=[N:47][CH:48]=3)[N:42]=2)[CH2:33][CH2:32]1.[CH3:60][S:61]([CH2:64][C:65](O)=[O:66])(=[O:63])=[O:62]. Given the product [NH2:49][C:46]1[N:47]=[CH:48][C:43]([C:41]2[N:42]=[C:37]([N:34]3[CH2:33][CH2:32][O:31][CH2:36][CH2:35]3)[C:38]3[S:52][C:51]([CH2:53][N:54]4[CH2:55][CH2:56][N:57]([C:65](=[O:66])[CH2:64][S:61]([CH3:60])(=[O:63])=[O:62])[CH2:58][CH2:59]4)=[CH:50][C:39]=3[N:40]=2)=[CH:44][N:45]=1, predict the reactants needed to synthesize it. (3) Given the product [OH:14][C@H:3]([CH2:2][OH:20])[CH2:4][NH:5][C:6]([C:8]1[S:9][C:10]([Cl:13])=[CH:11][CH:12]=1)=[O:7], predict the reactants needed to synthesize it. The reactants are: Br[CH2:2][C@@H:3]([OH:14])[CH2:4][NH:5][C:6]([C:8]1[S:9][C:10]([Cl:13])=[CH:11][CH:12]=1)=[O:7].Cl.NC[C@H](O)C[OH:20].ClC1SC(C(Cl)=O)=CC=1. (4) Given the product [CH:43]1([NH:42][C:40]2[N:39]=[C:38]([C:46]3[CH:51]=[CH:50][CH:49]=[CH:48][N:47]=3)[CH:37]=[C:36]([C:32]3[CH:33]=[N:34][CH:35]=[C:30]([C:63]#[C:62][CH2:61][N:58]4[CH2:57][CH2:56][N:55]([CH:52]([CH3:54])[CH3:53])[CH2:60][CH2:59]4)[CH:31]=3)[CH:41]=2)[CH2:45][CH2:44]1, predict the reactants needed to synthesize it. The reactants are: CNC1N=C(C2C=CC=CN=2)C=C(C2C=NC=C(C#CC3N(C)C=NC=3)C=2)C=1.Br[C:30]1[CH:31]=[C:32]([C:36]2[CH:41]=[C:40]([NH:42][CH:43]3[CH2:45][CH2:44]3)[N:39]=[C:38]([C:46]3[CH:51]=[CH:50][CH:49]=[CH:48][N:47]=3)[CH:37]=2)[CH:33]=[N:34][CH:35]=1.[CH:52]([N:55]1[CH2:60][CH2:59][N:58]([CH2:61][C:62]#[CH:63])[CH2:57][CH2:56]1)([CH3:54])[CH3:53]. (5) The reactants are: [F:1][C:2]1[CH:7]=[CH:6][CH:5]=[CH:4][C:3]=1[C:8]1[C:12]([C:13]([OH:15])=O)=[C:11]([CH3:16])[O:10][N:9]=1.Cl.C(N=C=NCCCN(C)C)C.[CH3:29][O:30][C:31]1[CH:36]=[CH:35][CH:34]=[CH:33][C:32]=1[N:37]1[CH2:42][CH2:41][NH:40][CH2:39][CH2:38]1. Given the product [F:1][C:2]1[CH:7]=[CH:6][CH:5]=[CH:4][C:3]=1[C:8]1[C:12]([C:13]([N:40]2[CH2:39][CH2:38][N:37]([C:32]3[CH:33]=[CH:34][CH:35]=[CH:36][C:31]=3[O:30][CH3:29])[CH2:42][CH2:41]2)=[O:15])=[C:11]([CH3:16])[O:10][N:9]=1, predict the reactants needed to synthesize it. (6) Given the product [O:1]=[CH:2][C@@H:3]([C@H:5]([C@@H:7]([CH2:9][OH:10])[OH:8])[OH:6])[OH:4].[CH3:11][C:12]1([CH3:34])[S:16][C@@H:15]2[C@H:17]([NH:20][C:21]([C@H:23]([NH2:30])[C:24]3[CH:29]=[CH:28][CH:27]=[CH:26][CH:25]=3)=[O:22])[C:18](=[O:19])[N:14]2[C@H:13]1[C:31]([OH:33])=[O:32].[CH3:64][CH:63]([S:65][C@@H:66]1[O:71][C@H:70]([CH2:72][OH:73])[C@H:69]([OH:74])[C@H:68]([OH:75])[C@H:67]1[OH:76])[CH3:62].[CH:2](=[O:1])[C:3]1[O:10][CH:9]=[CH:7][CH:5]=1, predict the reactants needed to synthesize it. The reactants are: [O:1]=[CH:2][C@@H:3]([C@H:5]([C@@H:7]([CH2:9][OH:10])[OH:8])[OH:6])[OH:4].[CH3:11][C:12]1([CH3:34])[S:16][C@@H:15]2[C@H:17]([NH:20][C:21]([C@H:23]([NH2:30])[C:24]3[CH:25]=[CH:26][CH:27]=[CH:28][CH:29]=3)=[O:22])[C:18](=[O:19])[N:14]2[C@H:13]1[C:31]([OH:33])=[O:32].C1N(CCCS(O)(=O)=O)CCOC1.C([O-])(=O)C(C)O.C[N+](CC(O)=O)(C)C.[CH3:62][CH:63]([S:65][C@@H:66]1[O:71][C@H:70]([CH2:72][OH:73])[C@H:69]([OH:74])[C@H:68]([OH:75])[C@H:67]1[OH:76])[CH3:64].